Predict which catalyst facilitates the given reaction. From a dataset of Catalyst prediction with 721,799 reactions and 888 catalyst types from USPTO. Reactant: [ClH:1].[CH3:2][N:3]([CH3:10])[CH2:4]/[CH:5]=[CH:6]/[C:7](O)=[O:8].C(Cl)(=O)C([Cl:14])=O. Product: [ClH:14].[CH3:2][N:3]([CH3:10])[CH2:4]/[CH:5]=[CH:6]/[C:7]([Cl:1])=[O:8]. The catalyst class is: 118.